This data is from Catalyst prediction with 721,799 reactions and 888 catalyst types from USPTO. The task is: Predict which catalyst facilitates the given reaction. (1) Reactant: [Cl:1][C:2]1[N:10]=[C:9]([Cl:11])[CH:8]=[CH:7][C:3]=1[C:4](Cl)=[O:5].[CH3:12][O:13][CH:14]([O:18][CH3:19])[CH2:15][NH:16][CH3:17]. Product: [Cl:1][C:2]1[N:10]=[C:9]([Cl:11])[CH:8]=[CH:7][C:3]=1[C:4]([N:16]([CH2:15][CH:14]([O:18][CH3:19])[O:13][CH3:12])[CH3:17])=[O:5]. The catalyst class is: 4. (2) Reactant: [O:1]=[C:2]1[CH2:7][CH2:6][CH:5]([CH2:8][NH:9][C:10](=[O:16])OC(C)(C)C)[CH2:4][CH2:3]1.FC(F)(F)C(O)=O.[C:24]([C:26]1[CH:27]=[C:28]([CH:44]([CH3:46])[CH3:45])[C:29]2[O:33][C:32]([C:34]3[CH:42]=[CH:41][C:37](C(O)=O)=[CH:36][CH:35]=3)=[N:31][C:30]=2[CH:43]=1)#[N:25].CN(C(ON1N=NC2C1=CC=CC=2)=[N+](C)C)C.F[P-](F)(F)(F)(F)F.ON1C2C=CC=CC=2N=N1.C(N(C(C)C)CC)(C)C. Product: [C:24]([C:26]1[CH:27]=[C:28]([CH:44]([CH3:46])[CH3:45])[C:29]2[O:33][C:32]([C:34]3[CH:42]=[CH:41][C:37]([C:10]([NH:9][CH2:8][CH:5]4[CH2:4][CH2:3][C:2](=[O:1])[CH2:7][CH2:6]4)=[O:16])=[CH:36][CH:35]=3)=[N:31][C:30]=2[CH:43]=1)#[N:25]. The catalyst class is: 4.